Dataset: Reaction yield outcomes from USPTO patents with 853,638 reactions. Task: Predict the reaction yield, written as a fraction of the theoretical maximum amount of product (1.0 means a 100% yield; for example, 0.34 means a 34% yield). The reactants are [Cl:1][C:2]1[S:6][C:5]([C:7]2[O:8][C:9]3[C:10](=[C:12]([C:16]([OH:18])=O)[CH:13]=[CH:14][CH:15]=3)[N:11]=2)=[CH:4][CH:3]=1.Cl.C(N=C=NCCCN(C)C)C.ON1C2C=CC=CC=2N=N1.Cl.Cl.[NH2:43][CH:44]1[CH2:51][CH:50]2[N:52]([CH3:53])[CH:46]([CH2:47][CH2:48][CH2:49]2)[CH2:45]1.C(N(CC)CC)C. The catalyst is CN(C=O)C.ClCCl. The product is [CH3:53][N:52]1[CH:46]2[CH2:47][CH2:48][CH2:49][CH:50]1[CH2:51][CH:44]([NH:43][C:16]([C:12]1[CH:13]=[CH:14][CH:15]=[C:9]3[O:8][C:7]([C:5]4[S:6][C:2]([Cl:1])=[CH:3][CH:4]=4)=[N:11][C:10]=13)=[O:18])[CH2:45]2. The yield is 0.120.